The task is: Regression. Given a peptide amino acid sequence and an MHC pseudo amino acid sequence, predict their binding affinity value. This is MHC class II binding data.. This data is from Peptide-MHC class II binding affinity with 134,281 pairs from IEDB. (1) The peptide sequence is PQLTKNAGVLTCSLS. The MHC is HLA-DQA10501-DQB10201 with pseudo-sequence HLA-DQA10501-DQB10201. The binding affinity (normalized) is 0.204. (2) The peptide sequence is ELPGVDPDKDVDIMV. The MHC is DRB5_0101 with pseudo-sequence DRB5_0101. The binding affinity (normalized) is 0. (3) The MHC is HLA-DQA10102-DQB10602 with pseudo-sequence HLA-DQA10102-DQB10602. The peptide sequence is INEPTAAAIAYDLDR. The binding affinity (normalized) is 0.664. (4) The peptide sequence is TGVAVSRGTAKLRWF. The MHC is DRB3_0101 with pseudo-sequence DRB3_0101. The binding affinity (normalized) is 0.292. (5) The peptide sequence is MLTLFILIITSTIKA. The MHC is HLA-DQA10102-DQB10602 with pseudo-sequence HLA-DQA10102-DQB10602. The binding affinity (normalized) is 0.252. (6) The peptide sequence is SDRGWGNGCGLFGKG. The MHC is DRB1_1501 with pseudo-sequence DRB1_1501. The binding affinity (normalized) is 0. (7) The binding affinity (normalized) is 0.0533. The MHC is HLA-DPA10201-DPB11401 with pseudo-sequence HLA-DPA10201-DPB11401. The peptide sequence is NKICTSKGDSARVTV. (8) The peptide sequence is AYSIEFGTNISKEHD. The MHC is HLA-DQA10301-DQB10302 with pseudo-sequence HLA-DQA10301-DQB10302. The binding affinity (normalized) is 0.558. (9) The peptide sequence is SQDLEASWNLNGLQAY. The MHC is DRB1_0401 with pseudo-sequence DRB1_0401. The binding affinity (normalized) is 0.194. (10) The peptide sequence is HPDYAILAARIAVSN. The MHC is DRB1_0404 with pseudo-sequence DRB1_0404. The binding affinity (normalized) is 0.602.